Dataset: Experimentally validated miRNA-target interactions with 360,000+ pairs, plus equal number of negative samples. Task: Binary Classification. Given a miRNA mature sequence and a target amino acid sequence, predict their likelihood of interaction. (1) The miRNA is hsa-miR-4693-5p with sequence AUACUGUGAAUUUCACUGUCACA. The protein sequence of the target gene is MAPSGSGGVRRRCRRVLYWIPVVFISLLLGWSYYAYAIQLCIVSMENIGEQVVCLMAYHLLFAMFVWSYWKTIFTLPMNPSKEFHLSYAEKELLEREPRGEAHQEVLRRAAKDLPIYTRTMSGAIRYCDRCQLIKPDRCHHCSVCDKCILKMDHHCPWVNNCVGFSNYKFFLLFLAYSLLYCLFIAATDLQYFIRFWTNGLPDTQAKFHIMFLFFAAAMFSVSLSSLFGYHCWLVSKNKSTLEAFRNPVFRHGTDKNGFSLGFSKNMRQVFGDEKKYWLLPVFSSQGDGCSFPTCLVNQD.... Result: 0 (no interaction). (2) The miRNA is hsa-miR-6728-5p with sequence UUGGGAUGGUAGGACCAGAGGGG. The protein sequence of the target gene is MVRYSLDPENPTKSCKSRGSNLRVHFKNTRETAQAIKGMHIRKATKYLKDVTLQKQCVPFRRYNGGVGRCAQAKQWGWTQGRWPKKSAEFLLHMLKNAESNAELKGLDVDSLVIEHIQVNKAPKMRRRTYRAHGRINPYMSSPCHIEMILTEKEQIVPKPEEEVAQKKKISQKKLKKQKLMARE. Result: 0 (no interaction). (3) The miRNA is mmu-miR-3098-5p with sequence UCCUAACAGCAGGAGUAGGAGC. The protein sequence of the target gene is MSRRKQAKPQHINWEEGQGEQPQQLPSPDLAEALAAEEPGAPVNSPGNCDEASEDSIPVKRPRREDTHICNKCCAEFFSLSEFMEHKKSCTKTPPVLIMNDSEGPVPSEDFSRAALSHQLGSPSNKDSLQENGSSSGDLKKLGTDSILYLKTEATQPSTPQDISYLPKGKVANTNVTLQALRGTKVAVNQRGAEAPMAPMPAAQGIPWVLEQILCLQQQQLQQIQLTEQIRVQVNMWAAHALHSGVAGADTLKALSSHVSQQVSVSQQVSAAVALLSQKASNPALSLDALKQAKLPHASV.... Result: 0 (no interaction). (4) The miRNA is mmu-miR-323-3p with sequence CACAUUACACGGUCGACCUCU. The protein sequence of the target gene is MGDMANNSVAYSGVKNSLKEANHDGDFGITLTELRALMELRSTDALRKIQESYGDVYGICTKLKTSPNEGLSGNPADLERREAVFGKNFIPPKKPKTFLQLVWEALQDVTLIILEIAAIVSLGLSFYQPPEGDNALCGEVSVGEEEGEGETGWIEGAAILLSVVCVVLVTAFNDWSKEKQFRGLQSRIEQEQKFTVIRGGQVIQIPVADITVGDIAQVKYGDLLPADGILIQGNDLKIDESSLTGESDHVKKSLDKDPLLLSGTHVMEGSGRMVVTAVGVNSQTGIIFTLLGAGGEEEEK.... Result: 0 (no interaction). (5) The miRNA is hsa-miR-32-5p with sequence UAUUGCACAUUACUAAGUUGCA. The protein sequence of the target gene is MPVHSRGDKKETNHHDEMEVDYAENEGSSSEDEDTESSSVSEDGDSSEMDDEDCERRRMECLDEMSNLEKQFTDLKDQLYKERLSQVDAKLQEVIAGKAPEYLEPLATLQENMQIRTKVAGIYRELCLESVKNKYECEIQASRQHCESEKLLLYDTVQSELEEKIRRLEEDRHSIDITSELWNDELQSRKKRKDPFSPDKKKPVVVSGPYIVYMLQDLDILEDWTTIRKAMATLGPHRVKTEPPVKLEKHLHSARSEEGRLYYDGEWYIRGQTICIDKKDECPTSAVITTINHDEVWFKR.... Result: 1 (interaction). (6) The miRNA is rno-miR-10b-5p with sequence CCCUGUAGAACCGAAUUUGUGU. The protein sequence of the target gene is MATSSMSKGCFVFKPNSKKRKISLPIEDYFNKGKNEPEDSKLRFETYQLIWQQMKSENERLQEELNKNLFDNLIEFLQKSHSGFQKNSRDLGGQIKLREIPTAALVLGVNVTDHDLTFGSLTEALQNNVTPYVVSLQAKDCPDMKHFLQKLISQLMDCCVDIKSKEEESVHVTQRKTHYSMDSLSSWYMTVTQKTDPKMLSKKRTTSSQWQSPPVVVILKDMESFATKVLQDFIIISSQHLHEFPLILIFGIATSPIIIHRLLPHAVSSLLCIELFQSLSCKEHLTTVLDKLLLTTQFPF.... Result: 0 (no interaction). (7) The miRNA is hsa-miR-548i with sequence AAAAGUAAUUGCGGAUUUUGCC. The protein sequence of the target gene is MTSMASLFSFTSPAVKRLLGWKQGDEEEKWAEKAVDALVKKLKKKKGAMEELEKALSSPGQPSKCVTIPRSLDGRLQVSHRKGLPHVIYCRVWRWPDLQSHHELKPLDICEFPFGSKQKEVCINPYHYKRVESPVLPPVLVPRHNEFNPQHSLLVQFRNLSHNEPHMPQNATFPDSFHQPNNTPFPLSPNSPYPPSPASSTYPNSPASSGPGSPFQLPADTPPPAYMPPDDQMGQDNSQPMDTSNNMIPQIMPSISSRDVQPVAYEEPKHWCSIVYYELNNRVGEAFHASSTSVLVDGFT.... Result: 1 (interaction). (8) The miRNA is mmu-miR-1962 with sequence AGAGGCUGGCACUGGGACACAU. The protein sequence of the target gene is MTMEEMKTEAEAASMVSMPLYAVMYPVFNELERVNLSAAQTLRAAFIKAEKENPGLTQDIIMKILEKKSVEVNFTESLLRMAADDVEEYMIERPEPEFQDLNEKARALKQILSKIPDEINDRVRFLQTIKDIASAIKELLDTVNNVFKKYQYQNRRALEHQKKEFVKYSKSFSDTLKTYFKDGKAINVFISANRLIHQTNLILQTFKTVA. Result: 0 (no interaction).